This data is from CYP2C9 inhibition data for predicting drug metabolism from PubChem BioAssay. The task is: Regression/Classification. Given a drug SMILES string, predict its absorption, distribution, metabolism, or excretion properties. Task type varies by dataset: regression for continuous measurements (e.g., permeability, clearance, half-life) or binary classification for categorical outcomes (e.g., BBB penetration, CYP inhibition). Dataset: cyp2c9_veith. (1) The molecule is S=C(NC1CCCCC1)N1CCC([C@H]2C=NC=N2)CC1. The result is 1 (inhibitor). (2) The molecule is CCOC(=O)c1[nH]c2ccccc2c1NC(=O)c1nonc1C. The result is 0 (non-inhibitor). (3) The drug is COP(=O)(OC)[C@@H](O)C(Cl)(Cl)Cl. The result is 0 (non-inhibitor).